This data is from Full USPTO retrosynthesis dataset with 1.9M reactions from patents (1976-2016). The task is: Predict the reactants needed to synthesize the given product. (1) Given the product [Cl:22][C:18]1[CH:17]=[C:16]([CH:21]=[CH:20][CH:19]=1)[CH2:15][NH:14][C:13]([CH:10]1[N:9]([C:24](=[O:38])[CH2:25][C:26]2[C:34]3[C:29](=[CH:30][CH:31]=[CH:32][CH:33]=3)[N:28]([C:35]([NH2:36])=[O:37])[CH:27]=2)[NH:8][CH2:12][CH2:11]1)=[O:23], predict the reactants needed to synthesize it. The reactants are: C(OC([N:8]1[CH2:12][CH2:11][CH:10]([C:13](=[O:23])[NH:14][CH2:15][C:16]2[CH:21]=[CH:20][CH:19]=[C:18]([Cl:22])[CH:17]=2)[N:9]1[C:24](=[O:38])[CH2:25][C:26]1[C:34]2[C:29](=[CH:30][CH:31]=[CH:32][CH:33]=2)[N:28]([C:35](=[O:37])[NH2:36])[CH:27]=1)=O)(C)(C)C.O1CCOCC1. (2) Given the product [CH3:34][O:33][C:26]1[CH:27]=[C:28]([O:31][CH3:32])[CH:29]=[CH:30][C:25]=1[CH2:24][N:23]([CH2:2][C:3]1[C:4]([C:13]2[S:14][CH:15]=[CH:16][CH:17]=2)=[N:5][O:6][C:7]=1[C:8]([O:10][CH2:11][CH3:12])=[O:9])[CH2:22][C:21]([O:20][CH2:18][CH3:19])=[O:35], predict the reactants needed to synthesize it. The reactants are: Br[CH2:2][C:3]1[C:4]([C:13]2[S:14][CH:15]=[CH:16][CH:17]=2)=[N:5][O:6][C:7]=1[C:8]([O:10][CH2:11][CH3:12])=[O:9].[CH2:18]([O:20][C:21](=[O:35])[CH2:22][NH:23][CH2:24][C:25]1[CH:30]=[CH:29][C:28]([O:31][CH3:32])=[CH:27][C:26]=1[O:33][CH3:34])[CH3:19].C(=O)([O-])[O-].[K+].[K+].CCOC(C)=O.